Predict the reactants needed to synthesize the given product. From a dataset of Full USPTO retrosynthesis dataset with 1.9M reactions from patents (1976-2016). (1) Given the product [NH2:1][C:2]1[CH:7]=[C:6]([O:8][CH3:9])[CH:5]=[CH:4][C:3]=1[NH:10][C:11](=[O:19])[C:12]1[CH:17]=[CH:16][C:15]([NH:22][CH2:21][CH2:20][NH2:23])=[N:14][CH:13]=1, predict the reactants needed to synthesize it. The reactants are: [NH2:1][C:2]1[CH:7]=[C:6]([O:8][CH3:9])[CH:5]=[CH:4][C:3]=1[NH:10][C:11](=[O:19])[C:12]1[CH:17]=[CH:16][C:15](Cl)=[N:14][CH:13]=1.[CH2:20]([NH2:23])[CH2:21][NH2:22]. (2) The reactants are: [BH4-].[Na+].[O:3]1[C:7]2[CH:8]=[CH:9][C:10](/[CH:12]=[CH:13]/[C:14](=[O:19])[C:15]([CH3:18])([CH3:17])[CH3:16])=[CH:11][C:6]=2[O:5][CH2:4]1.[Cl-].[NH4+].C(OCC)(=O)C. Given the product [O:3]1[C:7]2[CH:8]=[CH:9][C:10](/[CH:12]=[CH:13]/[CH:14]([OH:19])[C:15]([CH3:17])([CH3:16])[CH3:18])=[CH:11][C:6]=2[O:5][CH2:4]1, predict the reactants needed to synthesize it.